Dataset: Forward reaction prediction with 1.9M reactions from USPTO patents (1976-2016). Task: Predict the product of the given reaction. (1) Given the reactants [C:1]([O:4][CH2:5][C:6]1[C:7]([N:21]2[CH2:32][CH2:31][N:30]3[C:23](=[CH:24][C:25]4[CH2:26][C:27]([CH3:34])([CH3:33])[CH2:28][C:29]=43)[C:22]2=[O:35])=[N:8][CH:9]=[CH:10][C:11]=1[C:12]1[CH:17]=[C:16](Br)[C:15](=[O:19])[N:14]([CH3:20])[CH:13]=1)(=[O:3])[CH3:2].Cl.[CH3:37][C:38]1[S:42][N:41]=[C:40]([NH2:43])[CH:39]=1.C([O-])([O-])=O.[Cs+].[Cs+].CC1(C)C2C(=C(P(C3C=CC=CC=3)C3C=CC=CC=3)C=CC=2)OC2C(P(C3C=CC=CC=3)C3C=CC=CC=3)=CC=CC1=2, predict the reaction product. The product is: [C:1]([O:4][CH2:5][C:6]1[C:7]([N:21]2[CH2:32][CH2:31][N:30]3[C:23](=[CH:24][C:25]4[CH2:26][C:27]([CH3:34])([CH3:33])[CH2:28][C:29]=43)[C:22]2=[O:35])=[N:8][CH:9]=[CH:10][C:11]=1[C:12]1[CH:17]=[C:16]([NH:43][C:40]2[CH:39]=[C:38]([CH3:37])[S:42][N:41]=2)[C:15](=[O:19])[N:14]([CH3:20])[CH:13]=1)(=[O:3])[CH3:2]. (2) Given the reactants [Cl:1][C:2]1[CH:3]=[CH:4][C:5]([O:15][CH2:16][C:17]2[C:22]([F:23])=[CH:21][CH:20]=[CH:19][C:18]=2[F:24])=[C:6]([C:8](=O)[CH2:9][CH2:10][C:11](=O)[CH3:12])[CH:7]=1.[NH2:25][C:26]1[CH:27]=[C:28]([CH:32]=[CH:33][C:34]=1[F:35])[C:29]([OH:31])=[O:30].CC1C=CC(S(O)(=O)=O)=CC=1, predict the reaction product. The product is: [Cl:1][C:2]1[CH:3]=[CH:4][C:5]([O:15][CH2:16][C:17]2[C:22]([F:23])=[CH:21][CH:20]=[CH:19][C:18]=2[F:24])=[C:6]([C:8]2[N:25]([C:26]3[CH:27]=[C:28]([CH:32]=[CH:33][C:34]=3[F:35])[C:29]([OH:31])=[O:30])[C:11]([CH3:12])=[CH:10][CH:9]=2)[CH:7]=1. (3) Given the reactants CC([O:5][C:6]([C:8]1[N:9]([CH2:27][C:28]2[CH:29]=[C:30]([C:35]3[CH:40]=[CH:39][CH:38]=[C:37]([C:41]([OH:43])=O)[CH:36]=3)[CH:31]=[CH:32][C:33]=2[CH3:34])[C:10]2[C:15]([C:16]=1[C:17]1[CH:22]=[CH:21][C:20]([C:23]([CH3:26])([CH3:25])[CH3:24])=[CH:19][CH:18]=1)=[CH:14][CH:13]=[CH:12][CH:11]=2)=[O:7])(C)C.CCN=C=NCCCN(C)C.Cl.C1C=CC2N(O)N=NC=2C=1.[S:66]1[CH:70]=[CH:69][CH:68]=[C:67]1[CH2:71][NH2:72], predict the reaction product. The product is: [CH3:25][C:23]([C:20]1[CH:21]=[CH:22][C:17]([C:16]2[C:15]3[C:10](=[CH:11][CH:12]=[CH:13][CH:14]=3)[N:9]([CH2:27][C:28]3[CH:29]=[C:30]([C:35]4[CH:40]=[CH:39][CH:38]=[C:37]([C:41]([NH:72][CH2:71][C:67]5[S:66][CH:70]=[CH:69][CH:68]=5)=[O:43])[CH:36]=4)[CH:31]=[CH:32][C:33]=3[CH3:34])[C:8]=2[C:6]([OH:5])=[O:7])=[CH:18][CH:19]=1)([CH3:26])[CH3:24].